Dataset: Reaction yield outcomes from USPTO patents with 853,638 reactions. Task: Predict the reaction yield, written as a fraction of the theoretical maximum amount of product (1.0 means a 100% yield; for example, 0.34 means a 34% yield). (1) The reactants are [ClH:1].[C:2]1([C@@H:8]2[CH2:10][C@H:9]2[NH:11][CH2:12][C:13]2[CH:18]=[CH:17][C:16]([C:19]([F:22])([F:21])[F:20])=[CH:15][CH:14]=2)[CH:7]=[CH:6][CH:5]=[CH:4][CH:3]=1. The catalyst is CCOCC. The product is [ClH:1].[C:2]1([C@@H:8]2[CH2:10][C@H:9]2[NH:11][CH2:12][C:13]2[CH:14]=[CH:15][C:16]([C:19]([F:20])([F:21])[F:22])=[CH:17][CH:18]=2)[CH:7]=[CH:6][CH:5]=[CH:4][CH:3]=1. The yield is 0.620. (2) The reactants are C[O-].[Na+].[CH3:4][O:5][C:6]1[CH:11]=[CH:10][CH:9]=[CH:8][C:7]=1[C:12]([NH2:14])=[NH:13].C([O:17][C:18]([CH:20]1[CH2:25][CH2:24][CH2:23][CH2:22][C:21]1=O)=O)C. The catalyst is CO.O1CCOCC1. The product is [CH3:4][O:5][C:6]1[CH:11]=[CH:10][CH:9]=[CH:8][C:7]=1[C:12]1[NH:14][C:21]2[CH2:22][CH2:23][CH2:24][CH2:25][C:20]=2[C:18](=[O:17])[N:13]=1. The yield is 0.860. (3) The yield is 0.750. The catalyst is C1COCC1. The product is [F:13][C:14]1[N:19]=[CH:18][C:17]([CH:20]([N:22]2[CH2:27][CH2:26][O:25][CH2:24][CH2:23]2)[CH3:21])=[CH:16][C:15]=1[B:28]1[O:33][C:34]([CH3:35])([CH3:36])[C:38]([CH3:39])([CH3:40])[O:37]1. The reactants are C(NC(C)C)(C)C.[Li]CCCC.[F:13][C:14]1[N:19]=[CH:18][C:17]([CH:20]([N:22]2[CH2:27][CH2:26][O:25][CH2:24][CH2:23]2)[CH3:21])=[CH:16][CH:15]=1.[B:28]([O:37][CH:38]([CH3:40])[CH3:39])([O:33][CH:34]([CH3:36])[CH3:35])OC(C)C.OC(C(O)(C)C)(C)C.C(O)(=O)C. (4) The reactants are [Cl:1][C:2]1[S:6][C:5]([C:7]([O:9][CH2:10][CH3:11])=[O:8])=[CH:4][CH:3]=1.S(=O)(=O)(O)O.[N+:17]([O-])([OH:19])=[O:18]. No catalyst specified. The product is [Cl:1][C:2]1[S:6][C:5]([C:7]([O:9][CH2:10][CH3:11])=[O:8])=[CH:4][C:3]=1[N+:17]([O-:19])=[O:18]. The yield is 0.670. (5) The reactants are [Br:1][CH2:2][CH2:3][CH2:4][CH2:5][CH2:6][CH2:7][CH2:8][CH2:9]C=O.[CH3:12][O:13][CH:14](OC)[O:15][CH3:16].Cl. The catalyst is O1CCOCC1.C(=O)(O)[O-].[Na+].CO. The product is [Br:1][CH2:2][CH2:3][CH2:4][CH2:5][CH2:6][CH2:7][CH2:8][CH2:9][CH:14]([O:15][CH3:16])[O:13][CH3:12]. The yield is 0.970. (6) The reactants are [N:1]1[CH:6]=[CH:5]N=[CH:3][C:2]=1[C:7]1[N:11]2[CH2:12][CH2:13][NH:14][C:15](=[O:16])[C:10]2=[N:9][N:8]=1.Br[CH2:18][C:19]1[CH:24]=[CH:23][CH:22]=[C:21]([C:25]([F:28])([F:27])[F:26])[C:20]=1[CH3:29].Br[CH2:31]C1C=CC=C(Cl)C=1Cl. No catalyst specified. The product is [CH3:29][C:20]1[C:21]([C:25]([F:28])([F:27])[F:26])=[CH:22][CH:23]=[CH:24][C:19]=1[CH2:18][N:14]1[CH2:13][CH2:12][N:11]2[C:7]([C:2]3[CH:3]=[CH:31][CH:5]=[CH:6][N:1]=3)=[N:8][N:9]=[C:10]2[C:15]1=[O:16]. The yield is 0.750. (7) The reactants are [CH:1]1([NH:6][C:7]2[N:12]3[N:13]=[C:14]([C:28]4[CH:29]=[C:30]([OH:34])[CH:31]=[CH:32][CH:33]=4)[C:15]([C:16]4[CH:21]=[CH:20][N:19]=[C:18]([NH:22][CH:23]5[CH2:27][CH2:26][CH2:25][CH2:24]5)[N:17]=4)=[C:11]3[CH:10]=[CH:9][CH:8]=2)[CH2:5][CH2:4][CH2:3][CH2:2]1.C(=O)([O-])[O-].[Cs+].[Cs+].Br[CH2:42][CH:43]1[CH2:45][CH2:44]1.C(OCC)(=O)C. The catalyst is C(#N)C. The product is [CH:1]1([NH:6][C:7]2[N:12]3[N:13]=[C:14]([C:28]4[CH:33]=[CH:32][CH:31]=[C:30]([O:34][CH2:42][CH:43]5[CH2:45][CH2:44]5)[CH:29]=4)[C:15]([C:16]4[CH:21]=[CH:20][N:19]=[C:18]([NH:22][CH:23]5[CH2:24][CH2:25][CH2:26][CH2:27]5)[N:17]=4)=[C:11]3[CH:10]=[CH:9][CH:8]=2)[CH2:2][CH2:3][CH2:4][CH2:5]1. The yield is 0.710. (8) The reactants are [N+:1]([C:4]1[CH:5]=[C:6]2[C:10](=[CH:11][CH:12]=1)[NH:9][CH:8]=[CH:7]2)([O-:3])=[O:2].N1CCCC1.[C:18]([N:26]1[CH2:31][CH2:30][C:29](=O)[CH2:28][CH2:27]1)(=[O:25])[C:19]1[CH:24]=[CH:23][CH:22]=[CH:21][CH:20]=1. The catalyst is C(O)C. The product is [N+:1]([C:4]1[CH:5]=[C:6]2[C:10](=[CH:11][CH:12]=1)[NH:9][CH:8]=[C:7]2[C:29]1[CH2:30][CH2:31][N:26]([C:18]([C:19]2[CH:24]=[CH:23][CH:22]=[CH:21][CH:20]=2)=[O:25])[CH2:27][CH:28]=1)([O-:3])=[O:2]. The yield is 0.980. (9) The reactants are [Cl:1][C:2]1[C:3]([O:12][CH2:13][C:14]2([C:19]([F:22])([F:21])[F:20])[CH2:18][CH2:17][CH2:16][CH2:15]2)=[CH:4][C:5]([F:11])=[C:6]([CH:10]=1)[C:7]([OH:9])=O.Cl.C(N=C=NCCCN(C)C)C.[N:35]1([S:39]([NH2:42])(=[O:41])=[O:40])[CH2:38][CH2:37][CH2:36]1.Cl. The catalyst is ClCCl.CN(C)C1C=CN=CC=1.C(OCC)(=O)C. The product is [N:35]1([S:39]([NH:42][C:7](=[O:9])[C:6]2[CH:10]=[C:2]([Cl:1])[C:3]([O:12][CH2:13][C:14]3([C:19]([F:21])([F:22])[F:20])[CH2:18][CH2:17][CH2:16][CH2:15]3)=[CH:4][C:5]=2[F:11])(=[O:41])=[O:40])[CH2:38][CH2:37][CH2:36]1. The yield is 0.460.